From a dataset of Reaction yield outcomes from USPTO patents with 853,638 reactions. Predict the reaction yield, written as a fraction of the theoretical maximum amount of product (1.0 means a 100% yield; for example, 0.34 means a 34% yield). (1) The reactants are O[C:2]1(O)[CH2:7][CH2:6][N:5]([C:8](=[O:26])[CH2:9][CH2:10][CH:11]([C:19]2[CH:24]=[CH:23][C:22]([F:25])=[CH:21][CH:20]=2)[C:12]2[CH:17]=[CH:16][C:15]([F:18])=[CH:14][CH:13]=2)[CH2:4][CH2:3]1.Cl.Cl.[N:30]1[CH:35]=[CH:34][CH:33]=[C:32]([CH2:36][O:37][NH2:38])[CH:31]=1.C([O-])(=O)C.[Na+]. The catalyst is C(O)C. The product is [N:30]1[CH:35]=[CH:34][CH:33]=[C:32]([CH2:36][O:37][N:38]=[C:2]2[CH2:3][CH2:4][N:5]([C:8](=[O:26])[CH2:9][CH2:10][CH:11]([C:12]3[CH:17]=[CH:16][C:15]([F:18])=[CH:14][CH:13]=3)[C:19]3[CH:24]=[CH:23][C:22]([F:25])=[CH:21][CH:20]=3)[CH2:6][CH2:7]2)[CH:31]=1. The yield is 0.830. (2) The catalyst is C(Cl)Cl.CN(C=O)C.C(OCC)(=O)C. The yield is 0.320. The reactants are [Cl:1][C:2]1[CH:7]=[CH:6][C:5]2[O:8][CH2:9][C:10]3[C:14]([C:15]([OH:17])=O)=[N:13][N:12]([CH3:18])[C:11]=3[C:4]=2[CH:3]=1.C(Cl)(=O)C(Cl)=O.[Cl:25][C:26]1[CH:27]=[C:28]([CH:30]=[CH:31][CH:32]=1)[NH2:29].C(N(CC)CC)C. The product is [Cl:25][C:26]1[CH:27]=[C:28]([NH:29][C:15]([C:14]2[C:10]3[CH2:9][O:8][C:5]4[CH:6]=[CH:7][C:2]([Cl:1])=[CH:3][C:4]=4[C:11]=3[N:12]([CH3:18])[N:13]=2)=[O:17])[CH:30]=[CH:31][CH:32]=1.